This data is from Reaction yield outcomes from USPTO patents with 853,638 reactions. The task is: Predict the reaction yield, written as a fraction of the theoretical maximum amount of product (1.0 means a 100% yield; for example, 0.34 means a 34% yield). The reactants are [F:1][C:2]1[CH:7]=[CH:6][C:5]([F:8])=[CH:4][C:3]=1[CH2:9][CH:10]([NH:12][C:13]1[CH:18]=[CH:17][NH:16][C:15](=[O:19])[C:14]=1[C:20]1[NH:40][C:23]2=[CH:24][C:25]3[C:26](=[O:39])[N:27]([CH:32]4[CH2:37][CH2:36][N:35]([CH3:38])[CH2:34][CH2:33]4)[C:28](=O)[C:29]=3[CH:30]=[C:22]2[N:21]=1)[CH3:11]. The catalyst is C(O)(=O)C.[Zn]. The product is [F:1][C:2]1[CH:7]=[CH:6][C:5]([F:8])=[CH:4][C:3]=1[CH2:9][CH:10]([NH:12][C:13]1[CH:18]=[CH:17][NH:16][C:15](=[O:19])[C:14]=1[C:20]1[NH:21][C:22]2=[CH:30][C:29]3[CH2:28][N:27]([CH:32]4[CH2:37][CH2:36][N:35]([CH3:38])[CH2:34][CH2:33]4)[C:26](=[O:39])[C:25]=3[CH:24]=[C:23]2[N:40]=1)[CH3:11]. The yield is 0.746.